This data is from Full USPTO retrosynthesis dataset with 1.9M reactions from patents (1976-2016). The task is: Predict the reactants needed to synthesize the given product. (1) The reactants are: [Br:1][C:2]1[CH:8]=[CH:7][C:5]([OH:6])=[CH:4][C:3]=1O.[C:10](=[O:13])([O-])[O-].[K+].[K+].[CH2:16](Br)[C:17]1[CH:22]=[CH:21][CH:20]=[CH:19][CH:18]=1.O. Given the product [Br:1][C:2]1[CH:8]=[CH:7][C:5]([O:6][CH2:16][C:17]2[CH:22]=[CH:21][CH:20]=[CH:19][CH:18]=2)=[CH:4][C:3]=1[O:13][CH2:10][C:2]1[CH:8]=[CH:7][CH:5]=[CH:4][CH:3]=1, predict the reactants needed to synthesize it. (2) Given the product [CH3:2][C:3]1[CH:12]=[CH:11][C:10]2[C:9]([NH:13][C:14]3[CH:15]=[CH:16][C:17]4[S:21][C:20]([CH3:22])=[N:19][C:18]=4[CH:23]=3)=[N:8][CH:7]=[CH:6][C:5]=2[C:4]=1[NH:24][C:26]1[C:31]([C:32]2[CH:33]=[C:34]([NH:38][CH3:39])[N:35]=[CH:36][N:37]=2)=[CH:30][CH:29]=[CH:28][N:27]=1, predict the reactants needed to synthesize it. The reactants are: Cl.[CH3:2][C:3]1[CH:12]=[CH:11][C:10]2[C:9]([NH:13][C:14]3[CH:15]=[CH:16][C:17]4[S:21][C:20]([CH3:22])=[N:19][C:18]=4[CH:23]=3)=[N:8][CH:7]=[CH:6][C:5]=2[C:4]=1[NH2:24].F[C:26]1[C:31]([C:32]2[N:37]=[CH:36][N:35]=[C:34]([NH:38][CH3:39])[CH:33]=2)=[CH:30][CH:29]=[CH:28][N:27]=1. (3) Given the product [N+:8]([C:4]1[CH:3]=[C:2]([CH:7]=[CH:6][CH:5]=1)[NH:17][CH2:11][CH2:12][CH2:13][CH2:14][CH2:15][CH3:16])([O-:10])=[O:9], predict the reactants needed to synthesize it. The reactants are: Br[C:2]1[CH:3]=[C:4]([N+:8]([O-:10])=[O:9])[CH:5]=[CH:6][CH:7]=1.[CH2:11]([NH2:17])[CH2:12][CH2:13][CH2:14][CH2:15][CH3:16]. (4) Given the product [F:1][C:2]1[CH:9]=[C:8]([O:10][C:11]2[CH:16]=[CH:15][C:14]([O:17][CH3:18])=[CH:13][CH:12]=2)[CH:7]=[CH:6][C:3]=1[CH2:4][NH2:19], predict the reactants needed to synthesize it. The reactants are: [F:1][C:2]1[CH:9]=[C:8]([O:10][C:11]2[CH:16]=[CH:15][C:14]([O:17][CH3:18])=[CH:13][CH:12]=2)[CH:7]=[CH:6][C:3]=1[CH:4]=O.[NH2:19]O. (5) The reactants are: [CH3:1][O:2][C:3]1[N:4]=[N:5][N:6]([CH2:8][Si](C)(C)C)[CH:7]=1.Br[C:14]1[CH:26]=[N:25][C:24]2[C:23]3[CH:22]=[CH:21][C:20]([Cl:27])=[C:19]([F:28])[C:18]=3[N:17]([C@H:29]([C:36]3[CH:41]=[CH:40][CH:39]=[CH:38][CH:37]=3)[CH:30]3[CH2:35][CH2:34][O:33][CH2:32][CH2:31]3)[C:16]=2[CH:15]=1. Given the product [Cl:27][C:20]1[CH:21]=[CH:22][C:23]2[C:24]3[N:25]=[CH:26][C:14]([C:7]4[N:6]([CH3:8])[N:5]=[N:4][C:3]=4[O:2][CH3:1])=[CH:15][C:16]=3[N:17]([C@H:29]([C:36]3[CH:37]=[CH:38][CH:39]=[CH:40][CH:41]=3)[CH:30]3[CH2:35][CH2:34][O:33][CH2:32][CH2:31]3)[C:18]=2[C:19]=1[F:28], predict the reactants needed to synthesize it. (6) Given the product [F:2][C:3]1([CH2:13][CH2:14][CH:15]2[C:23]3[C:18](=[CH:19][CH:20]=[CH:21][CH:22]=3)[C:17]3=[CH:24][N:25]=[CH:26][N:16]23)[CH2:12][CH2:11][C:6](=[O:7])[CH2:5][CH2:4]1, predict the reactants needed to synthesize it. The reactants are: Cl.[F:2][C:3]1([CH2:13][CH2:14][CH:15]2[C:23]3[C:18](=[CH:19][CH:20]=[CH:21][CH:22]=3)[C:17]3=[CH:24][N:25]=[CH:26][N:16]23)[CH2:12][CH2:11][C:6]2(OCC[O:7]2)[CH2:5][CH2:4]1.C([O-])(O)=O.[Na+]. (7) Given the product [CH3:1][O:2][CH2:3][C@H:4]1[C@H:12]2[CH2:16][CH2:15][N:14]([C:17]([O:19][CH2:20][C:21]3[CH:26]=[CH:25][CH:24]=[CH:23][CH:22]=3)=[O:18])[C@H:13]2[C:7]2[CH:8]=[CH:9][CH:10]=[CH:11][C:6]=2[NH:5]1, predict the reactants needed to synthesize it. The reactants are: [CH3:1][O:2][CH2:3][C:4](=[C:12]1[CH2:16][CH2:15][N:14]([C:17]([O:19][CH2:20][C:21]2[CH:26]=[CH:25][CH:24]=[CH:23][CH:22]=2)=[O:18])[C:13]1=O)[NH:5][C:6]1[CH:11]=[CH:10][CH:9]=[CH:8][CH:7]=1.N1C(=O)NC(=O)NC1=O.COC(OC)(C)C. (8) Given the product [Br:20][CH2:17][C:5]1[C:6]([C:9]2[C:14]([Cl:15])=[CH:13][CH:12]=[CH:11][C:10]=2[Cl:16])=[N:7][O:8][C:4]=1[CH:1]1[CH2:3][CH2:2]1, predict the reactants needed to synthesize it. The reactants are: [CH:1]1([C:4]2[O:8][N:7]=[C:6]([C:9]3[C:14]([Cl:15])=[CH:13][CH:12]=[CH:11][C:10]=3[Cl:16])[C:5]=2[CH2:17]O)[CH2:3][CH2:2]1.P(Br)(Br)[Br:20].C(=O)(O)[O-].[Na+]. (9) Given the product [Br:9][C:10]1[CH:18]=[CH:17][C:13]([C:14]([N:5]2[CH2:6][CH2:7][C@H:3]([N:2]([CH3:8])[CH3:1])[CH2:4]2)=[O:15])=[C:12]([F:19])[CH:11]=1, predict the reactants needed to synthesize it. The reactants are: [CH3:1][N:2]([CH3:8])[C@H:3]1[CH2:7][CH2:6][NH:5][CH2:4]1.[Br:9][C:10]1[CH:18]=[CH:17][C:13]([C:14](O)=[O:15])=[C:12]([F:19])[CH:11]=1.